From a dataset of Catalyst prediction with 721,799 reactions and 888 catalyst types from USPTO. Predict which catalyst facilitates the given reaction. (1) Reactant: [C:1]1([NH:7][C:8]2[CH:9]=[CH:10][C:11]([C:14]([NH:16][CH2:17][C:18]([OH:20])=O)=[O:15])=[N:12][CH:13]=2)[CH:6]=[CH:5][CH:4]=[CH:3][CH:2]=1.CCN(C(C)C)C(C)C.C1C=CC2N(O)N=NC=2C=1.CCN=C=NCCCN(C)C.Cl.Cl.Cl.[NH:54]1[CH2:59][CH2:58][CH:57]([NH:60][C:61]2[CH:66]=[CH:65][CH:64]=[CH:63][C:62]=2[Cl:67])[CH2:56][CH2:55]1. Product: [Cl:67][C:62]1[CH:63]=[CH:64][CH:65]=[CH:66][C:61]=1[NH:60][CH:57]1[CH2:58][CH2:59][N:54]([C:18](=[O:20])[CH2:17][NH:16][C:14]([C:11]2[CH:10]=[CH:9][C:8]([NH:7][C:1]3[CH:2]=[CH:3][CH:4]=[CH:5][CH:6]=3)=[CH:13][N:12]=2)=[O:15])[CH2:55][CH2:56]1. The catalyst class is: 18. (2) Reactant: [F:1][CH:2]([F:34])[CH2:3][C:4]([N:17]1[C:25]2[C:20](=[C:21]([NH:26][C:27](=[O:33])[O:28][C:29]([CH3:32])([CH3:31])[CH3:30])[CH:22]=[CH:23][CH:24]=2)[CH:19]=[N:18]1)([C:7]1[CH:12]=[CH:11][C:10]([C:13]([F:16])([F:15])[F:14])=[CH:9][CH:8]=1)[CH:5]=[O:6].[CH3:35][Mg+].[Br-]. Product: [F:34][CH:2]([F:1])[CH2:3][C:4]([N:17]1[C:25]2[C:20](=[C:21]([NH:26][C:27](=[O:33])[O:28][C:29]([CH3:30])([CH3:31])[CH3:32])[CH:22]=[CH:23][CH:24]=2)[CH:19]=[N:18]1)([C:7]1[CH:8]=[CH:9][C:10]([C:13]([F:14])([F:15])[F:16])=[CH:11][CH:12]=1)[CH:5]([OH:6])[CH3:35]. The catalyst class is: 1. (3) Reactant: [C:1]1([S:7](Cl)(=[O:9])=[O:8])[CH:6]=[CH:5][CH:4]=[CH:3][CH:2]=1.[O:11]=[C:12]([N:29]1[CH2:34][CH2:33][NH:32][CH2:31][CH2:30]1)[CH2:13][NH:14][C:15]([C:17]1[CH:22]=[CH:21][C:20]([C:23]2[CH:28]=[CH:27][CH:26]=[CH:25][CH:24]=2)=[CH:19][CH:18]=1)=[O:16].O. Product: [C:1]1([S:7]([N:32]2[CH2:31][CH2:30][N:29]([C:12](=[O:11])[CH2:13][NH:14][C:15]([C:17]3[CH:22]=[CH:21][C:20]([C:23]4[CH:28]=[CH:27][CH:26]=[CH:25][CH:24]=4)=[CH:19][CH:18]=3)=[O:16])[CH2:34][CH2:33]2)(=[O:9])=[O:8])[CH:6]=[CH:5][CH:4]=[CH:3][CH:2]=1. The catalyst class is: 2. (4) Product: [OH:1][CH:2]1[CH2:3][CH2:4][N:5]([C:8]2[CH:15]=[CH:14][C:11]([C:12]#[N:13])=[CH:10][CH:9]=2)[CH2:6][CH2:7]1. Reactant: [O:1]=[C:2]1[CH2:7][CH2:6][N:5]([C:8]2[CH:15]=[CH:14][C:11]([C:12]#[N:13])=[CH:10][CH:9]=2)[CH2:4][CH2:3]1.[BH4-].[Na+]. The catalyst class is: 24. (5) Reactant: CS([C:5]1[C:10]([C:11]2[CH:16]=[CH:15][C:14]([C:17]([F:20])([F:19])[F:18])=[CH:13][CH:12]=2)=[CH:9][N:8]=[C:7]([CH3:21])[N:6]=1)(=O)=O.[CH:22]1([NH2:28])[CH2:27][CH2:26][CH2:25][CH2:24][CH2:23]1. Product: [CH:22]1([NH:28][C:5]2[C:10]([C:11]3[CH:16]=[CH:15][C:14]([C:17]([F:20])([F:19])[F:18])=[CH:13][CH:12]=3)=[CH:9][N:8]=[C:7]([CH3:21])[N:6]=2)[CH2:27][CH2:26][CH2:25][CH2:24][CH2:23]1. The catalyst class is: 9. (6) Reactant: [Cl:1][C:2]1[C:7]([Cl:8])=[C:6]([C:9]2[CH:14]=[CH:13][C:12]([Cl:15])=[CH:11][CH:10]=2)[N:5]=[C:4]([C:16]([O:18]C(C)C)=[O:17])[CH:3]=1.C(O)(C)C.[OH-].[K+]. Product: [Cl:1][C:2]1[C:7]([Cl:8])=[C:6]([C:9]2[CH:10]=[CH:11][C:12]([Cl:15])=[CH:13][CH:14]=2)[N:5]=[C:4]([C:16]([OH:18])=[O:17])[CH:3]=1. The catalyst class is: 6.